From a dataset of Peptide-MHC class II binding affinity with 134,281 pairs from IEDB. Regression. Given a peptide amino acid sequence and an MHC pseudo amino acid sequence, predict their binding affinity value. This is MHC class II binding data. (1) The peptide sequence is IALVKTLLEQTLALL. The MHC is DRB1_1501 with pseudo-sequence DRB1_1501. The binding affinity (normalized) is 0.251. (2) The peptide sequence is LNFTGPCKGDSVTIK. The MHC is DRB1_0701 with pseudo-sequence DRB1_0701. The binding affinity (normalized) is 0.553. (3) The peptide sequence is AQLGYTIRQLERLLQ. The MHC is DRB1_1101 with pseudo-sequence DRB1_1101. The binding affinity (normalized) is 0.650. (4) The peptide sequence is ALGAQKEAISPPDAA. The MHC is DRB1_1501 with pseudo-sequence DRB1_1501. The binding affinity (normalized) is 0.116. (5) The peptide sequence is ALTEALRVIAGAFEV. The MHC is HLA-DQA10401-DQB10402 with pseudo-sequence HLA-DQA10401-DQB10402. The binding affinity (normalized) is 0.536. (6) The peptide sequence is AETCPIFYDVFFAVA. The MHC is HLA-DPA10201-DPB11401 with pseudo-sequence HLA-DPA10201-DPB11401. The binding affinity (normalized) is 0.582. (7) The peptide sequence is CSCRDQSEAQLALTI. The MHC is DRB3_0202 with pseudo-sequence DRB3_0202. The binding affinity (normalized) is 0.